From a dataset of Catalyst prediction with 721,799 reactions and 888 catalyst types from USPTO. Predict which catalyst facilitates the given reaction. (1) Reactant: O[C:2]([CH2:4][CH2:5][CH2:6][CH2:7][C@H:8]1[C@@H:16]2[C@@H:11]([NH:12][C:13]([NH:15]2)=[O:14])[CH2:10][S:9]1)=[O:3].CN(C(ON1N=NC2C=CC=CC1=2)=[N+](C)C)C.F[P-](F)(F)(F)(F)F.CCN(C(C)C)C(C)C.[C:50]([O:54][C:55](=[O:66])[NH:56][CH2:57][CH2:58][O:59][CH2:60][CH2:61][O:62][CH2:63][CH2:64][NH2:65])([CH3:53])([CH3:52])[CH3:51]. Product: [C:50]([O:54][C:55](=[O:66])[NH:56][CH2:57][CH2:58][O:59][CH2:60][CH2:61][O:62][CH2:63][CH2:64][NH:65][C:2](=[O:3])[CH2:4][CH2:5][CH2:6][CH2:7][CH:8]1[CH:16]2[NH:15][C:13](=[O:14])[NH:12][CH:11]2[CH2:10][S:9]1)([CH3:53])([CH3:51])[CH3:52]. The catalyst class is: 3. (2) Reactant: [C:1]([O:5][C:6]([NH:8][C@@H:9]([CH2:13][F:14])[C:10]([OH:12])=O)=[O:7])([CH3:4])([CH3:3])[CH3:2].C(N1CCOCC1)C.[B-](F)(F)(F)F.CCOC(C(C#N)=NOC(N(C)C)=[N+](C)C)=O.[CH2:45]([O:47][C:48]([N:50]1[CH2:55][CH2:54][NH:53][CH2:52][CH2:51]1)=[O:49])[CH3:46]. The catalyst class is: 13. Product: [CH2:45]([O:47][C:48]([N:50]1[CH2:51][CH2:52][N:53]([C:10](=[O:12])[C@@H:9]([NH:8][C:6]([O:5][C:1]([CH3:2])([CH3:3])[CH3:4])=[O:7])[CH2:13][F:14])[CH2:54][CH2:55]1)=[O:49])[CH3:46]. (3) Reactant: O[C@H:2]1[CH2:7][CH2:6][C@H:5]([C:8]([O:10][C:11]([CH3:14])([CH3:13])[CH3:12])=[O:9])[C@@H:4]([C:15]([O:17][CH3:18])=[O:16])[CH2:3]1.[CH:19]1([NH2:22])[CH2:21][CH2:20]1.[C:23](O)(=O)C.C([BH3-])#N.[Na+]. Product: [CH:19]1([NH:22][CH2:23][CH:2]2[CH2:7][CH2:6][C@H:5]([C:8]([O:10][C:11]([CH3:14])([CH3:13])[CH3:12])=[O:9])[C@@H:4]([C:15]([O:17][CH3:18])=[O:16])[CH2:3]2)[CH2:21][CH2:20]1. The catalyst class is: 5. (4) Reactant: [OH:1][C:2]1[CH:7]=[CH:6][CH:5]=[CH:4][C:3]=1[C:8](=[O:17])[CH2:9][C:10]([O:12][C:13]([CH3:16])([CH3:15])[CH3:14])=[O:11].[CH:18](=O)[C:19]1[CH:24]=[CH:23][C:22]([O:25][CH3:26])=[CH:21][CH:20]=1.C([O-])(=O)C.[NH2+]1CCCCC1.S([O-])([O-])(=O)=O.[Na+].[Na+]. Product: [OH:1][C:2]1[CH:7]=[CH:6][CH:5]=[CH:4][C:3]=1[C:8](/[C:9](=[CH:18]\[C:19]1[CH:24]=[CH:23][C:22]([O:25][CH3:26])=[CH:21][CH:20]=1)/[C:10]([O:12][C:13]([CH3:14])([CH3:16])[CH3:15])=[O:11])=[O:17]. The catalyst class is: 11. (5) Reactant: Cl[C:2]1[C:7]([CH:8]=O)=[CH:6][CH:5]=[CH:4][N:3]=1.[NH2:10][NH2:11].O1CCOCC1. Product: [NH:10]1[C:2]2=[N:3][CH:4]=[CH:5][CH:6]=[C:7]2[CH:8]=[N:11]1. The catalyst class is: 4. (6) Reactant: NC1C=CNN=1.O/[CH:8]=[C:9]1\[C:10](=[O:18])[NH:11][C:12]2[C:17]\1=[CH:16][CH:15]=[CH:14][CH:13]=2.[CH2:19]([N:21]1[C:25]([NH2:26])=[CH:24][CH:23]=[N:22]1)[CH3:20]. Product: [CH2:19]([N:21]1[C:25]([NH:26][CH:8]=[C:9]2[C:17]3[C:12](=[CH:13][CH:14]=[CH:15][CH:16]=3)[NH:11][C:10]2=[O:18])=[CH:24][CH:23]=[N:22]1)[CH3:20]. The catalyst class is: 7. (7) Reactant: [CH:1]1([S:4]([NH2:7])(=[O:6])=[O:5])[CH2:3][CH2:2]1.[H-].[Na+].[C:10]([C:13]1[CH:14]=[C:15]([CH:19]2[CH2:28][C:27]([CH3:30])([CH3:29])[C:26]3[C:21](=[CH:22][CH:23]=[C:24]([C:31](O)=[O:32])[CH:25]=3)[NH:20]2)[CH:16]=[CH:17][CH:18]=1)(=[O:12])[NH2:11].C(N1C=CN=C1)(N1C=CN=C1)=O. Product: [CH:1]1([S:4]([NH:7][C:31]([C:24]2[CH:25]=[C:26]3[C:21](=[CH:22][CH:23]=2)[NH:20][CH:19]([C:15]2[CH:14]=[C:13]([CH:18]=[CH:17][CH:16]=2)[C:10]([NH2:11])=[O:12])[CH2:28][C:27]3([CH3:30])[CH3:29])=[O:32])(=[O:6])=[O:5])[CH2:3][CH2:2]1. The catalyst class is: 35. (8) Reactant: O.O.[Na+].[NH2:4][C:5]1[S:6][CH:7]=[C:8]([C:10](=[N:14][OH:15])[C:11]([O-:13])=[O:12])[N:9]=1.[C:16](OC(=O)C)(=[O:18])[CH3:17].C(=O)([O-])[O-].[Na+].[Na+].Cl. Product: [NH2:4][C:5]1[S:6][CH:7]=[C:8]([C:10](=[N:14][O:15][C:16](=[O:18])[CH3:17])[C:11]([OH:13])=[O:12])[N:9]=1. The catalyst class is: 6. (9) Reactant: C(OC(=O)[NH:7][CH2:8][CH2:9][CH2:10][N:11]([CH:21]([C:25]1[N:26]([CH2:36][C:37]2[CH:42]=[CH:41][CH:40]=[CH:39][CH:38]=2)[C:27](=[O:35])[C:28]2[C:33]([CH3:34])=[N:32][O:31][C:29]=2[N:30]=1)[CH:22]([CH3:24])[CH3:23])[C:12](=[O:20])[C:13]1[CH:18]=[CH:17][C:16]([CH3:19])=[CH:15][CH:14]=1)(C)(C)C.[ClH:44]. Product: [NH2:7][CH2:8][CH2:9][CH2:10][N:11]([CH:21]([C:25]1[N:26]([CH2:36][C:37]2[CH:38]=[CH:39][CH:40]=[CH:41][CH:42]=2)[C:27](=[O:35])[C:28]2[C:33]([CH3:34])=[N:32][O:31][C:29]=2[N:30]=1)[CH:22]([CH3:23])[CH3:24])[C:12](=[O:20])[C:13]1[CH:18]=[CH:17][C:16]([CH3:19])=[CH:15][CH:14]=1.[ClH:44].[NH2:7][CH2:8][CH2:9][CH2:10][N:11]([CH:21]([C:25]1[N:26]([CH2:36][C:37]2[CH:38]=[CH:39][CH:40]=[CH:41][CH:42]=2)[C:27](=[O:35])[C:28]2[C:33]([CH3:34])=[N:32][O:31][C:29]=2[N:30]=1)[CH:22]([CH3:23])[CH3:24])[C:12](=[O:20])[C:13]1[CH:18]=[CH:17][C:16]([CH3:19])=[CH:15][CH:14]=1. The catalyst class is: 12.